This data is from Full USPTO retrosynthesis dataset with 1.9M reactions from patents (1976-2016). The task is: Predict the reactants needed to synthesize the given product. (1) Given the product [NH:1]1[C:5]2[CH:6]=[CH:7][C:8]([C@@H:10]([N:12]3[C:20]4[CH:19]=[C:18]([NH:37][C:35]5[CH:34]=[CH:33][N:32]=[C:31]([N:28]6[CH2:27][CH2:26][CH:25]([O:24][CH3:23])[CH2:30][CH2:29]6)[N:36]=5)[N:17]=[CH:16][C:15]=4[N:14]=[C:13]3[CH3:22])[CH3:11])=[CH:9][C:4]=2[N:3]=[CH:2]1, predict the reactants needed to synthesize it. The reactants are: [NH:1]1[C:5]2[CH:6]=[CH:7][C:8]([C@@H:10]([N:12]3[C:20]4[CH:19]=[C:18](Cl)[N:17]=[CH:16][C:15]=4[N:14]=[C:13]3[CH3:22])[CH3:11])=[CH:9][C:4]=2[N:3]=[CH:2]1.[CH3:23][O:24][CH:25]1[CH2:30][CH2:29][N:28]([C:31]2[N:36]=[C:35]([NH2:37])[CH:34]=[CH:33][N:32]=2)[CH2:27][CH2:26]1.CC(C)([O-])C.[Na+]. (2) Given the product [Cl:5][C:6]1[CH:7]=[CH:8][C:9]2[CH2:10][N:11]([CH2:3][CH2:2][OH:1])[CH2:12][CH:13]([C:17]3[CH:22]=[CH:21][CH:20]=[CH:19][CH:18]=3)[O:14][C:15]=2[N:16]=1, predict the reactants needed to synthesize it. The reactants are: [OH:1][CH2:2][CH:3]=O.[Cl:5][C:6]1[CH:7]=[CH:8][C:9]2[CH2:10][NH:11][CH2:12][CH:13]([C:17]3[CH:22]=[CH:21][CH:20]=[CH:19][CH:18]=3)[O:14][C:15]=2[N:16]=1.C(O)(=O)C.